Dataset: Full USPTO retrosynthesis dataset with 1.9M reactions from patents (1976-2016). Task: Predict the reactants needed to synthesize the given product. Given the product [CH3:25][C@H:20]1[NH:21][C@@H:22]([CH3:24])[CH2:23][N:18]([C:16]2[CH:15]=[CH:14][C:13]([O:26][CH3:27])=[C:12]([NH:11][S:8]([C:5]3[CH:6]=[CH:7][C:2]([C:30]4[CH:31]=[CH:32][O:28][CH:29]=4)=[CH:3][CH:4]=3)(=[O:10])=[O:9])[CH:17]=2)[CH2:19]1, predict the reactants needed to synthesize it. The reactants are: Br[C:2]1[CH:7]=[CH:6][C:5]([S:8]([NH:11][C:12]2[CH:17]=[C:16]([N:18]3[CH2:23][C@H:22]([CH3:24])[NH:21][C@H:20]([CH3:25])[CH2:19]3)[CH:15]=[CH:14][C:13]=2[O:26][CH3:27])(=[O:10])=[O:9])=[CH:4][CH:3]=1.[O:28]1[CH:32]=[CH:31][C:30](B(O)O)=[CH:29]1.CC(C)([O-])C.[K+].